This data is from Human liver microsome stability data. The task is: Regression/Classification. Given a drug SMILES string, predict its absorption, distribution, metabolism, or excretion properties. Task type varies by dataset: regression for continuous measurements (e.g., permeability, clearance, half-life) or binary classification for categorical outcomes (e.g., BBB penetration, CYP inhibition). Dataset: hlm. The drug is CNC[C@H](CC1CCCCC1)NC(=O)N1CCC[C@@H]([C@@H](OCCNC(=O)OC)c2cccc(Cl)c2)C1. The result is 1 (stable in human liver microsomes).